From a dataset of Reaction yield outcomes from USPTO patents with 853,638 reactions. Predict the reaction yield, written as a fraction of the theoretical maximum amount of product (1.0 means a 100% yield; for example, 0.34 means a 34% yield). (1) The reactants are F[C:2]1[CH:3]=[C:4]([CH:28]=[C:29]([C:31]([F:34])([F:33])[F:32])[CH:30]=1)[C:5]([NH:7][C:8]1[CH:13]=[CH:12][C:11]([CH3:14])=[C:10]([C:15]2[CH:23]=[C:22]3[C:18]([C:19]4[CH:27]=[N:26][CH:25]=[N:24][C:20]=4[NH:21]3)=[CH:17][CH:16]=2)[CH:9]=1)=[O:6].[NH:35]1[CH:39]=[C:38]([CH:40]=[O:41])[N:37]=[CH:36]1.[C:42](=[O:45])([O-])[O-:43].[K+].[K+]. The catalyst is CN(C=O)C.C1COCC1. The product is [F:32][C:31]([F:34])([F:33])[C:42]([OH:43])=[O:45].[CH:40]([C:38]1[N:37]=[CH:36][N:35]([C:2]2[CH:3]=[C:4]([CH:28]=[C:29]([C:31]([F:32])([F:34])[F:33])[CH:30]=2)[C:5]([NH:7][C:8]2[CH:13]=[CH:12][C:11]([CH3:14])=[C:10]([C:15]3[CH:23]=[C:22]4[C:18]([C:19]5[CH:27]=[N:26][CH:25]=[N:24][C:20]=5[NH:21]4)=[CH:17][CH:16]=3)[CH:9]=2)=[O:6])[CH:39]=1)=[O:41]. The yield is 0.330. (2) The reactants are O[CH2:2][C:3]1[CH:12]=[N:11][C:10]2[N:9]3[CH2:13][CH2:14][S:15][CH2:16][CH:8]3[C:7](=[O:17])[NH:6][C:5]=2[CH:4]=1.[I-].C(C[P+](C)(C)C)#N.C(N(C(C)C)C(C)C)C.Cl.[Cl:36][C:37]1[CH:42]=[CH:41][C:40]([N:43]2[CH2:48][CH2:47][NH:46][CH2:45][CH2:44]2)=[CH:39][CH:38]=1. The catalyst is C(#N)CC.O. The product is [Cl:36][C:37]1[CH:38]=[CH:39][C:40]([N:43]2[CH2:48][CH2:47][N:46]([CH2:2][C:3]3[CH:12]=[N:11][C:10]4[N:9]5[CH2:13][CH2:14][S:15][CH2:16][CH:8]5[C:7](=[O:17])[NH:6][C:5]=4[CH:4]=3)[CH2:45][CH2:44]2)=[CH:41][CH:42]=1. The yield is 0.560. (3) The reactants are [O:1]([C:8]1[C:9]([NH2:14])=[N:10][CH:11]=[CH:12][CH:13]=1)[C:2]1[CH:7]=[CH:6][CH:5]=[CH:4][CH:3]=1.[Br:15]Br.C([O-])(O)=O.[Na+]. The catalyst is C(Cl)(Cl)Cl. The product is [Br:15][C:12]1[CH:13]=[C:8]([O:1][C:2]2[CH:3]=[CH:4][CH:5]=[CH:6][CH:7]=2)[C:9]([NH2:14])=[N:10][CH:11]=1. The yield is 0.707. (4) The reactants are [F:1][C:2]1[CH:3]=[C:4]([N:8]2[C:12](=[O:13])[NH:11][N:10]=[N:9]2)[CH:5]=[CH:6][CH:7]=1.[O:14]=[C:15](Cl)OC(Cl)(Cl)Cl.[CH3:22][O:23][CH2:24][CH2:25][NH2:26]. The catalyst is CN(C1C=CN=CC=1)C.C(Cl)Cl. The product is [CH3:22][O:23][CH2:24][CH2:25][NH:26][C:15]([N:11]1[C:12](=[O:13])[N:8]([C:4]2[CH:5]=[CH:6][CH:7]=[C:2]([F:1])[CH:3]=2)[N:9]=[N:10]1)=[O:14]. The yield is 0.400. (5) The reactants are [NH2:1][C:2]1[CH:7]=[CH:6][C:5]([CH3:8])=[CH:4][CH:3]=1.[CH3:9][C:10]([CH3:14])(O)[C:11]#[N:12]. No catalyst specified. The product is [CH3:9][C:10]([NH:1][C:2]1[CH:7]=[CH:6][C:5]([CH3:8])=[CH:4][CH:3]=1)([CH3:14])[C:11]#[N:12]. The yield is 0.990.